This data is from Reaction yield outcomes from USPTO patents with 853,638 reactions. The task is: Predict the reaction yield, written as a fraction of the theoretical maximum amount of product (1.0 means a 100% yield; for example, 0.34 means a 34% yield). (1) The reactants are [CH3:1][O:2][C:3]1[C:8]([C:9]2[S:10][CH:11]=[CH:12][CH:13]=2)=[CH:7][C:6]([CH:14]=[CH:15][C:16]([C:18]2[CH:23]=[CH:22][C:21]([S:24]([NH2:27])(=[O:26])=[O:25])=[CH:20][CH:19]=2)=[O:17])=[C:5]([O:28][CH2:29][CH2:30][N:31]2[CH2:36][CH2:35][O:34][CH2:33][CH2:32]2)[CH:4]=1.[ClH:37]. The catalyst is O1CCCC1. The product is [ClH:37].[CH3:1][O:2][C:3]1[C:8]([C:9]2[S:10][CH:11]=[CH:12][CH:13]=2)=[CH:7][C:6](/[CH:14]=[CH:15]/[C:16]([C:18]2[CH:19]=[CH:20][C:21]([S:24]([NH2:27])(=[O:26])=[O:25])=[CH:22][CH:23]=2)=[O:17])=[C:5]([O:28][CH2:29][CH2:30][N:31]2[CH2:32][CH2:33][O:34][CH2:35][CH2:36]2)[CH:4]=1. The yield is 0.780. (2) The reactants are C[Si](C=[N+]=[N-])(C)C.C(O[C:13]([NH:15][CH:16]([CH:21]1[CH2:24][CH2:23][CH2:22]1)[CH2:17][C:18]([OH:20])=[O:19])=O)(C)(C)C.[F:25][C:26]1[CH:33]=[CH:32][C:29](C=O)=[CH:28][CH:27]=1.[C:34]([O-])(=O)C.[Na+].C([BH3-])#N.[Na+]. The catalyst is C(OCC)C.C1(C)C=CC=CC=1.CO.C1C=CC=CC=1. The product is [CH3:34][O:20][C:18](=[O:19])[CH2:17][CH:16]([CH:21]1[CH2:22][CH2:23][CH2:24]1)[NH:15][CH2:13][C:29]1[CH:32]=[CH:33][C:26]([F:25])=[CH:27][CH:28]=1. The yield is 0.440. (3) The reactants are NC1C[CH2:6][NH:5][CH2:4]C1.ClC([O:11][C:12]1[CH:17]=[CH:16][CH:15]=[CH:14][CH:13]=1)=O.CC[Mg+].[Br-].[CH3:22][C:23]([O-:26])([CH3:25])[CH3:24].[K+].C1C[O:31]CC1. The catalyst is CCOCC. The product is [C:23]([O:26][C:4]([N:5]1[CH:6]=[CH:13][C:12](=[O:11])[CH2:17][CH:16]1[CH2:15][CH3:14])=[O:31])([CH3:25])([CH3:24])[CH3:22]. The yield is 0.860. (4) The reactants are Br[C:2]1[N:7]=[C:6]([C:8]([O:10][CH2:11][CH3:12])=[O:9])[C:5]([NH:13][CH:14]([CH3:18])[CH2:15][O:16][CH3:17])=[CH:4][CH:3]=1.[Br:19][C:20]1[CH:21]=[CH:22][C:23]([F:29])=[C:24](B(O)O)[CH:25]=1. No catalyst specified. The product is [Br:19][C:20]1[CH:25]=[CH:24][C:23]([F:29])=[C:22]([C:2]2[N:7]=[C:6]([C:8]([O:10][CH2:11][CH3:12])=[O:9])[C:5]([NH:13][CH:14]([CH3:18])[CH2:15][O:16][CH3:17])=[CH:4][CH:3]=2)[CH:21]=1. The yield is 0.910. (5) The reactants are [C:1]1([N:7]([C:48]2[CH:53]=[CH:52][CH:51]=[CH:50][CH:49]=2)[C:8]2[CH:13]=[CH:12][C:11]([C:14]3[S:18][C:17]([C:19]4[S:23][C:22]([C:24]5[S:28][C:27]([C:29]6[S:30][C:31]([CH:40]=O)=[CH:32][C:33]=6[CH2:34][CH2:35][CH2:36][CH2:37][CH2:38][CH3:39])=[CH:26][CH:25]=5)=[CH:21][CH:20]=4)=[C:16]([CH2:42][CH2:43][CH2:44][CH2:45][CH2:46][CH3:47])[CH:15]=3)=[CH:10][CH:9]=2)[CH:6]=[CH:5][CH:4]=[CH:3][CH:2]=1.[CH2:54]([CH:56]([CH2:69][CH2:70][CH2:71][CH3:72])[CH2:57][N:58]1[C:63](=[O:64])[CH2:62][C:61]([CH3:65])=[C:60]([C:66]#[N:67])[C:59]1=[O:68])[CH3:55].ClCCl.N1C=CC=CC=1. The catalyst is CO. The product is [C:48]1([N:7]([C:1]2[CH:2]=[CH:3][CH:4]=[CH:5][CH:6]=2)[C:8]2[CH:13]=[CH:12][C:11]([C:14]3[S:18][C:17]([C:19]4[S:23][C:22]([C:24]5[S:28][C:27]([C:29]6[S:30][C:31]([CH:40]=[C:62]7[C:63](=[O:64])[N:58]([CH2:57][CH:56]([CH2:54][CH3:55])[CH2:69][CH2:70][CH2:71][CH3:72])[C:59](=[O:68])[C:60]([C:66]#[N:67])=[C:61]7[CH3:65])=[CH:32][C:33]=6[CH2:34][CH2:35][CH2:36][CH2:37][CH2:38][CH3:39])=[CH:26][CH:25]=5)=[CH:21][CH:20]=4)=[C:16]([CH2:42][CH2:43][CH2:44][CH2:45][CH2:46][CH3:47])[CH:15]=3)=[CH:10][CH:9]=2)[CH:49]=[CH:50][CH:51]=[CH:52][CH:53]=1. The yield is 0.912. (6) The reactants are [OH:1][C:2]1[CH:11]=[CH:10][C:5]([C:6]([O:8][CH3:9])=[O:7])=[CH:4][CH:3]=1.[CH:12]([N:15]([CH:26]([CH3:28])[CH3:27])[CH2:16][CH2:17][CH:18]([C:20]1[CH:25]=[CH:24][CH:23]=[CH:22][CH:21]=1)O)([CH3:14])[CH3:13]. The catalyst is CS(O)(=O)=O. The product is [CH:26]([N:15]([CH:12]([CH3:14])[CH3:13])[CH2:16][CH2:17][CH:18]([C:11]1[CH:10]=[C:5]([CH:4]=[CH:3][C:2]=1[OH:1])[C:6]([O:8][CH3:9])=[O:7])[C:20]1[CH:21]=[CH:22][CH:23]=[CH:24][CH:25]=1)([CH3:28])[CH3:27]. The yield is 0.920. (7) The reactants are C([O:3][C:4](=[O:28])[C:5]1[CH:10]=[CH:9][C:8]([CH:11]([NH:16][C:17]2[CH:18]=[N:19][C:20]3[C:25]([CH:26]=2)=[CH:24][CH:23]=[CH:22][C:21]=3[CH3:27])[CH2:12][CH:13]([CH3:15])[CH3:14])=[CH:7][CH:6]=1)C.[OH-].[Na+]. The catalyst is C1COCC1.CO. The product is [CH3:14][CH:13]([CH3:15])[CH2:12][CH:11]([C:8]1[CH:7]=[CH:6][C:5]([C:4]([OH:28])=[O:3])=[CH:10][CH:9]=1)[NH:16][C:17]1[CH:18]=[N:19][C:20]2[C:25]([CH:26]=1)=[CH:24][CH:23]=[CH:22][C:21]=2[CH3:27]. The yield is 0.790. (8) The product is [CH3:1][O:2][C:3]1[CH:8]=[C:7]([CH3:9])[C:6]([CH3:10])=[CH:5][C:4]=1[C:11]1([CH3:18])[NH:15][C:14](=[O:16])[N:13]([CH2:20][C:21](=[O:22])[C:23]2[CH:28]=[CH:27][CH:26]=[CH:25][CH:24]=2)[C:12]1=[O:17]. No catalyst specified. The reactants are [CH3:1][O:2][C:3]1[CH:8]=[C:7]([CH3:9])[C:6]([CH3:10])=[CH:5][C:4]=1[C:11]1([CH3:18])[NH:15][C:14](=[O:16])[NH:13][C:12]1=[O:17].Br[CH2:20][C:21]([C:23]1[CH:28]=[CH:27][CH:26]=[CH:25][CH:24]=1)=[O:22]. The yield is 0.780. (9) The reactants are F.F.F.C(N(CC)CC)C.C(N(CC)CC)C.[Si]([O:35][CH2:36][C@H:37]1[O:41][C@@H:40]([N:42]2[CH:49]=[C:48]([CH3:50])[C:46](=[O:47])[NH:45][C:43]2=[O:44])[C@H:39]([O:51][CH2:52][CH2:53][O:54][N:55]([CH3:57])[CH3:56])[C@@H:38]1[OH:58])(C(C)(C)C)(C1C=CC=CC=1)C1C=CC=CC=1.CO. The catalyst is C1COCC1.C(Cl)Cl. The product is [CH3:56][N:55]([CH3:57])[O:54][CH2:53][CH2:52][O:51][C@@H:39]1[C@H:38]([OH:58])[C@@H:37]([CH2:36][OH:35])[O:41][C@H:40]1[N:42]1[CH:49]=[C:48]([CH3:50])[C:46](=[O:47])[NH:45][C:43]1=[O:44]. The yield is 0.925.